Dataset: Full USPTO retrosynthesis dataset with 1.9M reactions from patents (1976-2016). Task: Predict the reactants needed to synthesize the given product. (1) Given the product [O:14]([C:10]1[CH:9]=[C:8]([C:5]2([CH2:21][OH:22])[CH2:4][CH2:3][C:2]3([O:31][CH2:1]3)[CH2:7][CH2:6]2)[CH:13]=[CH:12][CH:11]=1)[C:15]1[CH:20]=[CH:19][CH:18]=[CH:17][CH:16]=1, predict the reactants needed to synthesize it. The reactants are: [CH2:1]=[C:2]1[CH2:7][CH2:6][C:5]([CH2:21][OH:22])([C:8]2[CH:13]=[CH:12][CH:11]=[C:10]([O:14][C:15]3[CH:20]=[CH:19][CH:18]=[CH:17][CH:16]=3)[CH:9]=2)[CH2:4][CH2:3]1.ClC1C=CC=C(C(OO)=[O:31])C=1. (2) Given the product [CH3:1][O:2][C:3]1[CH:4]=[C:5]2[C:10](=[CH:11][C:12]=1[O:13][CH2:45][CH2:46][O:47][CH3:48])[N:9]=[CH:8][CH:7]=[C:6]2[O:14][C:15]1[CH:16]=[CH:17][C:18]([NH:21][C:22]2[C:31]3[C:26](=[CH:27][CH:28]=[CH:29][CH:30]=3)[C:25]([C:32]3[CH:37]=[CH:36][CH:35]=[CH:34][CH:33]=3)=[N:24][N:23]=2)=[CH:19][CH:20]=1, predict the reactants needed to synthesize it. The reactants are: [CH3:1][O:2][C:3]1[CH:4]=[C:5]2[C:10](=[CH:11][C:12]=1[OH:13])[N:9]=[CH:8][CH:7]=[C:6]2[O:14][C:15]1[CH:20]=[CH:19][C:18]([NH:21][C:22]2[C:31]3[C:26](=[CH:27][CH:28]=[CH:29][CH:30]=3)[C:25]([C:32]3[CH:37]=[CH:36][CH:35]=[CH:34][CH:33]=3)=[N:24][N:23]=2)=[CH:17][CH:16]=1.C(=O)([O-])[O-].[Cs+].[Cs+].Br[CH2:45][CH2:46][O:47][CH3:48]. (3) Given the product [F:25][C:16]1[C:15]([F:14])=[CH:20][CH:19]=[C:18]([N+:21]([O-:23])=[O:22])[C:17]=1[O:13][C:3]1[C:12]2[C:7](=[CH:8][CH:9]=[CH:10][CH:11]=2)[CH:6]=[CH:5][CH:4]=1, predict the reactants needed to synthesize it. The reactants are: [H-].[Na+].[C:3]1([OH:13])[C:12]2[C:7](=[CH:8][CH:9]=[CH:10][CH:11]=2)[CH:6]=[CH:5][CH:4]=1.[F:14][C:15]1[CH:20]=[CH:19][C:18]([N+:21]([O-:23])=[O:22])=[C:17](F)[C:16]=1[F:25].Cl. (4) Given the product [OH:2][C:3]1[CH:8]=[CH:7][C:6]([CH2:9][C:10]([OH:12])=[O:11])=[C:5]([C:13]([F:14])([F:15])[F:16])[CH:4]=1, predict the reactants needed to synthesize it. The reactants are: C[O:2][C:3]1[CH:8]=[CH:7][C:6]([CH2:9][C:10]([OH:12])=[O:11])=[C:5]([C:13]([F:16])([F:15])[F:14])[CH:4]=1.Br. (5) Given the product [F:16][C:17]1[CH:22]=[CH:21][C:20]([N:5]2[C:6]3[CH:7]=[CH:8][CH:9]=[C:10]([C:12]([O:14][CH3:15])=[O:13])[C:11]=3[C:3]([CH:1]=[O:2])=[N:4]2)=[CH:19][CH:18]=1, predict the reactants needed to synthesize it. The reactants are: [CH:1]([C:3]1[C:11]2[C:10]([C:12]([O:14][CH3:15])=[O:13])=[CH:9][CH:8]=[CH:7][C:6]=2[NH:5][N:4]=1)=[O:2].[F:16][C:17]1[CH:22]=[CH:21][C:20](B(O)O)=[CH:19][CH:18]=1.C(N(CC)CC)C. (6) The reactants are: [H-].[Na+].[Cl:3][C:4]1[CH:5]=[C:6]([SH:11])[CH:7]=[C:8]([Cl:10])[CH:9]=1.[C:12]([C:14]1[CH:15]=[CH:16][C:17](F)=[C:18]([S:20]([N:23]2[CH2:28][CH2:27][N:26]([C:29]([O:31][C:32]([CH3:35])([CH3:34])[CH3:33])=[O:30])[CH2:25][CH2:24]2)(=[O:22])=[O:21])[CH:19]=1)#[N:13].C1COCC1. Given the product [C:12]([C:14]1[CH:15]=[CH:16][C:17]([S:11][C:6]2[CH:5]=[C:4]([Cl:3])[CH:9]=[C:8]([Cl:10])[CH:7]=2)=[C:18]([S:20]([N:23]2[CH2:24][CH2:25][N:26]([C:29]([O:31][C:32]([CH3:35])([CH3:34])[CH3:33])=[O:30])[CH2:27][CH2:28]2)(=[O:22])=[O:21])[CH:19]=1)#[N:13], predict the reactants needed to synthesize it. (7) Given the product [C:10]1(=[O:17])[NH:9][CH2:8][CH2:13][N:12]2[CH2:14][CH2:15][CH2:16][CH:11]12, predict the reactants needed to synthesize it. The reactants are: CC([Si](C)(C)OC[C@@H:8]1[CH2:13][N:12]2[CH2:14][CH2:15][CH2:16][C@H:11]2[C:10](=[O:17])[NH:9]1)(C)C.[H-].[Na+].IC. (8) Given the product [C:12]([C:11]1[CH:17]=[C:18]([NH2:19])[N:8]([C:5]2[CH:6]=[CH:7][C:2]([CH3:10])=[CH:3][CH:4]=2)[N:9]=1)([CH3:15])([CH3:14])[CH3:13], predict the reactants needed to synthesize it. The reactants are: Cl.[C:2]1([CH3:10])[CH:7]=[CH:6][C:5]([NH:8][NH2:9])=[CH:4][CH:3]=1.[C:11]([CH2:17][C:18]#[N:19])(=O)[C:12]([CH3:15])([CH3:14])[CH3:13]. (9) Given the product [N+:8]([C:7]1[C:2]([C:50]2[CH:49]=[CH:40][CH:39]=[CH:38][CH:43]=2)=[CH:3][C:4]([NH:22][S:23]([C:26]2[CH:27]=[CH:28][C:29]([CH3:32])=[CH:30][CH:31]=2)(=[O:24])=[O:25])=[C:5]([NH:11][S:12]([C:15]2[CH:20]=[CH:19][C:18]([CH3:21])=[CH:17][CH:16]=2)(=[O:13])=[O:14])[CH:6]=1)([O-:10])=[O:9], predict the reactants needed to synthesize it. The reactants are: Cl[C:2]1[C:7]([N+:8]([O-:10])=[O:9])=[CH:6][C:5]([NH:11][S:12]([C:15]2[CH:20]=[CH:19][C:18]([CH3:21])=[CH:17][CH:16]=2)(=[O:14])=[O:13])=[C:4]([NH:22][S:23]([C:26]2[CH:31]=[CH:30][C:29]([CH3:32])=[CH:28][CH:27]=2)(=[O:25])=[O:24])[CH:3]=1.C([O-])(O)=O.[Na+].[C:38]1(B(O)O)[CH:43]=CC=[CH:40][CH:39]=1.CO[CH2:49][CH2:50]OC. (10) Given the product [CH3:15][NH:16][C:17]1[N:22]=[C:21]([C:23]2[C:24]([O:29][C:30]3[CH:35]=[CH:34][C:33]([NH:36][C:37]4[NH:39][C:47]([CH3:56])=[C:48]([C:50]5[CH:55]=[CH:54][CH:53]=[CH:52][CH:51]=5)[N:38]=4)=[CH:32][CH:31]=3)=[N:25][CH:26]=[CH:27][CH:28]=2)[CH:20]=[CH:19][N:18]=1, predict the reactants needed to synthesize it. The reactants are: OC(C(F)(F)F)=O.OC(C(F)(F)F)=O.[CH3:15][NH:16][C:17]1[N:22]=[C:21]([C:23]2[C:24]([O:29][C:30]3[CH:35]=[CH:34][C:33]([NH:36][C:37]([NH2:39])=[NH:38])=[CH:32][CH:31]=3)=[N:25][CH:26]=[CH:27][CH:28]=2)[CH:20]=[CH:19][N:18]=1.C(=O)([O-])[O-].[K+].[K+].Br[CH:47]([CH3:56])[C:48]([C:50]1[CH:55]=[CH:54][CH:53]=[CH:52][CH:51]=1)=O.CO.O.